Predict the reaction yield, written as a fraction of the theoretical maximum amount of product (1.0 means a 100% yield; for example, 0.34 means a 34% yield). From a dataset of Reaction yield outcomes from USPTO patents with 853,638 reactions. (1) The reactants are [NH2:1][C:2]1[N:7]=[CH:6][N:5]=[C:4]2[N:8]([C@@H:26]3[CH2:31][CH2:30][CH2:29][N:28]([C:32](=[O:36])[CH2:33][C:34]#[N:35])[CH2:27]3)[N:9]=[C:10]([C:11]3[CH:16]=[CH:15][C:14]([O:17][C:18]4[CH:23]=[C:22]([F:24])[CH:21]=[CH:20][C:19]=4[F:25])=[CH:13][CH:12]=3)[C:3]=12.N1[CH2:42][CH2:41][CH2:40][CH2:39]C1.C1(C=O)CC1. The yield is 0.230. The catalyst is CO. The product is [NH2:1][C:2]1[N:7]=[CH:6][N:5]=[C:4]2[N:8]([C@@H:26]3[CH2:31][CH2:30][CH2:29][N:28]([C:32]([C:33](=[CH:39][CH:40]4[CH2:42][CH2:41]4)[C:34]#[N:35])=[O:36])[CH2:27]3)[N:9]=[C:10]([C:11]3[CH:16]=[CH:15][C:14]([O:17][C:18]4[CH:23]=[C:22]([F:24])[CH:21]=[CH:20][C:19]=4[F:25])=[CH:13][CH:12]=3)[C:3]=12. (2) The reactants are [CH3:1][C:2]1[N:3]([C:8]2[CH:12]=[C:11]([C:13](=[O:18])N(OC)C)[N:10]([CH2:19][CH2:20][NH:21][C:22](=[O:28])[O:23][C:24]([CH3:27])([CH3:26])[CH3:25])[N:9]=2)[C:4]([CH3:7])=[CH:5][CH:6]=1.[CH3:29][Mg+].[Br-]. The catalyst is C1COCC1. The product is [C:13]([C:11]1[N:10]([CH2:19][CH2:20][NH:21][C:22](=[O:28])[O:23][C:24]([CH3:26])([CH3:25])[CH3:27])[N:9]=[C:8]([N:3]2[C:4]([CH3:7])=[CH:5][CH:6]=[C:2]2[CH3:1])[CH:12]=1)(=[O:18])[CH3:29]. The yield is 0.780. (3) The reactants are [C:1]([C:3]1[C:11]2[C:6](=[CH:7][CH:8]=[CH:9][CH:10]=2)[NH:5][CH:4]=1)#[N:2].[CH2:12]1N2CCN(CC2)C1. The catalyst is CCOC(C)=O.O. The product is [C:1]([C:3]1[C:11]2[C:6](=[CH:7][CH:8]=[CH:9][CH:10]=2)[N:5]([CH3:12])[CH:4]=1)#[N:2]. The yield is 0.980. (4) The reactants are [CH2:1]([O:3][C:4](=[O:26])[C:5]([CH3:25])([CH3:24])[CH2:6][CH2:7][CH2:8][CH2:9][C:10](=O)[CH2:11][CH2:12][CH2:13][CH2:14][C:15]([CH3:22])([CH3:21])[C:16]([O:18][CH2:19][CH3:20])=[O:17])[CH3:2].[CH2:27]([SH:31])[CH2:28][CH2:29][SH:30].B(F)(F)F.CCOCC. The catalyst is ClCCl. The product is [CH2:1]([O:3][C:4](=[O:26])[C:5]([CH3:25])([CH3:24])[CH2:6][CH2:7][CH2:8][CH2:9][C:10]1([CH2:11][CH2:12][CH2:13][CH2:14][C:15]([C:16]([O:18][CH2:19][CH3:20])=[O:17])([CH3:22])[CH3:21])[S:31][CH2:27][CH2:28][CH2:29][S:30]1)[CH3:2]. The yield is 0.800. (5) The reactants are [CH2:1]([C@@H:4]1[CH2:9][C@H:8]([C:10]2[CH:15]=[CH:14][CH:13]=[C:12]([Cl:16])[CH:11]=2)[C@@H:7]([C:17]2[CH:22]=[CH:21][C:20]([Cl:23])=[CH:19][CH:18]=2)[NH:6][C:5]1=[O:24])[CH:2]=[CH2:3].Br[CH:26]([CH2:29][CH3:30])[CH2:27][CH3:28].[H-].[Na+]. No catalyst specified. The product is [CH2:1]([C@@H:4]1[CH2:9][C@H:8]([C:10]2[CH:15]=[CH:14][CH:13]=[C:12]([Cl:16])[CH:11]=2)[C@@H:7]([C:17]2[CH:22]=[CH:21][C:20]([Cl:23])=[CH:19][CH:18]=2)[N:6]([CH:26]([CH2:29][CH3:30])[CH2:27][CH3:28])[C:5]1=[O:24])[CH:2]=[CH2:3]. The yield is 0.710. (6) The reactants are C(O)(=O)C.[CH2:5]([O:12][C:13](=[O:38])[NH:14][C@H:15]1[CH2:20][CH2:19][C@H:18]([C:21]2(O)[NH:34][C:33]3[C:32]4[C:27](=[CH:28][CH:29]=[C:30]([O:35][CH3:36])[N:31]=4)[N:26]=[CH:25][C:24]=3[O:23][CH2:22]2)[CH2:17][CH2:16]1)[C:6]1[CH:11]=[CH:10][CH:9]=[CH:8][CH:7]=1.C([BH3-])#N.[Na+]. The catalyst is ClCCl.CO. The yield is 0.760. The product is [CH2:5]([O:12][C:13](=[O:38])[NH:14][C@H:15]1[CH2:20][CH2:19][C@H:18]([CH:21]2[NH:34][C:33]3[C:32]4[C:27](=[CH:28][CH:29]=[C:30]([O:35][CH3:36])[N:31]=4)[N:26]=[CH:25][C:24]=3[O:23][CH2:22]2)[CH2:17][CH2:16]1)[C:6]1[CH:7]=[CH:8][CH:9]=[CH:10][CH:11]=1.